This data is from Full USPTO retrosynthesis dataset with 1.9M reactions from patents (1976-2016). The task is: Predict the reactants needed to synthesize the given product. (1) Given the product [NH2:1][C:4]1[CH:18]=[CH:17][C:7]2[N:8]=[C:9]([NH:11][C:12]([CH:14]3[CH2:15][CH2:16]3)=[O:13])[S:10][C:6]=2[CH:5]=1, predict the reactants needed to synthesize it. The reactants are: [N+:1]([C:4]1[CH:18]=[CH:17][C:7]2[N:8]=[C:9]([NH:11][C:12]([CH:14]3[CH2:16][CH2:15]3)=[O:13])[S:10][C:6]=2[CH:5]=1)([O-])=O. (2) Given the product [CH3:20][S:21]([O:10][CH2:9][C:8]1[CH:7]=[CH:6][N:5]=[N:4][C:3]=1[O:2][CH3:1])(=[O:23])=[O:22], predict the reactants needed to synthesize it. The reactants are: [CH3:1][O:2][C:3]1[N:4]=[N:5][CH:6]=[CH:7][C:8]=1[CH2:9][OH:10].CCN(C(C)C)C(C)C.[CH3:20][S:21](Cl)(=[O:23])=[O:22].